From a dataset of Forward reaction prediction with 1.9M reactions from USPTO patents (1976-2016). Predict the product of the given reaction. (1) Given the reactants [CH2:1]([N:8]1[CH2:12][CH:11]([C:13]2[CH:18]=[CH:17][C:16]([O:19][CH3:20])=[CH:15][CH:14]=2)[N:10]([CH:21]([CH:25]([CH3:27])[CH3:26])[C:22]([OH:24])=O)[C:9]1=[O:28])[C:2]1[CH:7]=[CH:6][CH:5]=[CH:4][CH:3]=1.C(N(CC)C(C)C)(C)C.Cl.[CH2:39]([O:46][NH2:47])[C:40]1[CH:45]=[CH:44][CH:43]=[CH:42][CH:41]=1.F[P-](F)(F)(F)(F)F.N1(OC(N(C)C)=[N+](C)C)C2N=CC=CC=2N=N1, predict the reaction product. The product is: [CH2:1]([N:8]1[CH2:12][CH:11]([C:13]2[CH:14]=[CH:15][C:16]([O:19][CH3:20])=[CH:17][CH:18]=2)[N:10]([CH:21]([CH:25]([CH3:27])[CH3:26])[C:22]([NH:47][O:46][CH2:39][C:40]2[CH:45]=[CH:44][CH:43]=[CH:42][CH:41]=2)=[O:24])[C:9]1=[O:28])[C:2]1[CH:7]=[CH:6][CH:5]=[CH:4][CH:3]=1. (2) Given the reactants [CH2:1]([O:8][C:9](=[O:35])[C@@H:10]([NH:20][C:21](=[O:34])[C@@H:22]([NH:26][C:27]([O:29]C(C)(C)C)=O)[CH2:23][O:24][CH3:25])[CH2:11][C:12]1[CH:17]=[CH:16][C:15]([O:18][CH3:19])=[CH:14][CH:13]=1)[C:2]1[CH:7]=[CH:6][CH:5]=[CH:4][CH:3]=1.FC(F)(F)C(O)=O.C(N(CC)C(C)C)(C)C.[CH2:52]1[C:60]2[C:55](=[CH:56][CH:57]=[CH:58][CH:59]=2)[CH2:54][CH:53]1C(O)=O.CN(C(ON1N=NC2C=CC=NC1=2)=[N+](C)C)C.F[P-](F)(F)(F)(F)F, predict the reaction product. The product is: [CH2:1]([O:8][C:9](=[O:35])[C@@H:10]([NH:20][C:21](=[O:34])[C@@H:22]([NH:26][C:27]([CH:53]1[CH2:52][C:60]2[C:55](=[CH:56][CH:57]=[CH:58][CH:59]=2)[CH2:54]1)=[O:29])[CH2:23][O:24][CH3:25])[CH2:11][C:12]1[CH:17]=[CH:16][C:15]([O:18][CH3:19])=[CH:14][CH:13]=1)[C:2]1[CH:7]=[CH:6][CH:5]=[CH:4][CH:3]=1. (3) Given the reactants [Br:1][C:2]1[CH:3]=[C:4]([N:11]2[CH2:15][CH2:14][C@H:13]([NH:16][C:17](=[O:23])[O:18][C:19]([CH3:22])([CH3:21])[CH3:20])[CH2:12]2)[CH:5]=[CH:6][C:7]=1[N+:8]([O-])=O.[Cl-].[NH4+], predict the reaction product. The product is: [NH2:8][C:7]1[CH:6]=[CH:5][C:4]([N:11]2[CH2:15][CH2:14][C@H:13]([NH:16][C:17](=[O:23])[O:18][C:19]([CH3:20])([CH3:21])[CH3:22])[CH2:12]2)=[CH:3][C:2]=1[Br:1]. (4) Given the reactants [NH2:1][C:2]1[C:10]([N+:11]([O-:13])=[O:12])=[CH:9][CH:8]=[CH:7][C:3]=1[C:4]([OH:6])=[O:5].[C:14](=O)(O)[O-].[Na+], predict the reaction product. The product is: [CH3:14][O:5][C:4](=[O:6])[C:3]1[CH:7]=[CH:8][CH:9]=[C:10]([N+:11]([O-:13])=[O:12])[C:2]=1[NH2:1]. (5) Given the reactants [CH3:1][C:2]1[CH:7]=[C:6]([C:8]2[CH:9]=[C:10]([NH2:14])[CH:11]=[CH:12][CH:13]=2)[N:5]2[N:15]=[C:16]([C:18]3[CH:23]=[CH:22][N:21]=[CH:20][CH:19]=3)[CH:17]=[C:4]2[N:3]=1.[F:24][C:25]([F:36])([F:35])[C:26]1[CH:27]=[C:28]([CH:32]=[CH:33][CH:34]=1)[C:29](Cl)=[O:30], predict the reaction product. The product is: [CH3:1][C:2]1[CH:7]=[C:6]([C:8]2[CH:9]=[C:10]([NH:14][C:29](=[O:30])[C:28]3[CH:32]=[CH:33][CH:34]=[C:26]([C:25]([F:24])([F:35])[F:36])[CH:27]=3)[CH:11]=[CH:12][CH:13]=2)[N:5]2[N:15]=[C:16]([C:18]3[CH:23]=[CH:22][N:21]=[CH:20][CH:19]=3)[CH:17]=[C:4]2[N:3]=1. (6) Given the reactants [BH4-].[BH4-].[BH4-].[BH4-].[Na+].[Na+].[Na+].[Na+].[CH3:9][O:10][C:11]1[C:12]([O:37][CH3:38])=[CH:13][C:14]2[N:20](COCC[Si](C)(C)C)[C:19](=O)[C@@H:18]3[CH2:30][C:31]([CH:33]=[CH2:34])=[CH:32][N:17]3[C:16](=[O:35])[C:15]=2[CH:36]=1.CCO.C1COCC1, predict the reaction product. The product is: [CH3:9][O:10][C:11]1[C:12]([O:37][CH3:38])=[CH:13][C:14]2[N:20]=[CH:19][C@@H:18]3[CH2:30][C:31]([CH:33]=[CH2:34])=[CH:32][N:17]3[C:16](=[O:35])[C:15]=2[CH:36]=1. (7) Given the reactants [CH2:1]([CH2:8][C:9](=[O:11])[CH3:10])[C:2]1[CH:7]=[CH:6][CH:5]=[CH:4][CH:3]=1.[CH2:12]([O:14][C:15](=[O:21])[C:16](OCC)=[O:17])[CH3:13].CC[O-].[Na+], predict the reaction product. The product is: [CH2:12]([O:14][C:15](=[O:21])[C:16](=[O:17])[CH2:10][C:9](=[O:11])[CH2:8][CH2:1][C:2]1[CH:7]=[CH:6][CH:5]=[CH:4][CH:3]=1)[CH3:13]. (8) Given the reactants Cl[C:2]1(Cl)[CH:9]2[CH:4]([CH2:5][CH2:6][CH2:7][CH2:8]2)[C:3]1=[O:10], predict the reaction product. The product is: [CH:9]12[CH2:2][C:3](=[O:10])[CH:4]1[CH2:5][CH2:6][CH2:7][CH2:8]2.